Dataset: Full USPTO retrosynthesis dataset with 1.9M reactions from patents (1976-2016). Task: Predict the reactants needed to synthesize the given product. (1) Given the product [CH:1]1([C:6]2([F:34])[S:10][C:9]([NH:11][C:12]3[CH:17]=[CH:16][CH:15]=[CH:14][C:13]=3[F:18])=[N:8][C:7]2=[O:19])[CH2:2][CH2:3][CH2:4][CH2:5]1, predict the reactants needed to synthesize it. The reactants are: [CH:1]1([CH:6]2[S:10][C:9]([NH:11][C:12]3[CH:17]=[CH:16][CH:15]=[CH:14][C:13]=3[F:18])=[N:8][C:7]2=[O:19])[CH2:5][CH2:4][CH2:3][CH2:2]1.[Li+].CC([N-]C(C)C)C.C[Si](Cl)(C)C.[B-](F)(F)(F)[F:34].[B-](F)(F)(F)F.C1[N+]2(CCl)CC[N+](F)(CC2)C1. (2) The reactants are: C1C2C(COC([N:18]3[CH2:23][CH2:22][CH2:21][CH2:20][CH:19]3[C:24](O)=[O:25])=O)C3C(=CC=CC=3)C=2C=CC=1.[NH2:27][CH:28]([CH2:32][C:33]1[CH:42]=[CH:41][C:40]2[C:35](=[CH:36][CH:37]=[CH:38][CH:39]=2)[CH:34]=1)[C:29]([NH2:31])=[O:30]. Given the product [C:29]([CH:28]([NH:27][C:24]([CH:19]1[CH2:20][CH2:21][CH2:22][CH2:23][NH:18]1)=[O:25])[CH2:32][C:33]1[CH:42]=[CH:41][C:40]2[C:35](=[CH:36][CH:37]=[CH:38][CH:39]=2)[CH:34]=1)(=[O:30])[NH2:31], predict the reactants needed to synthesize it. (3) Given the product [CH2:1]([O:8][C:9]1[CH:18]=[C:17]2[C:12](=[CH:11][CH:10]=1)[CH:13]=[C:14]([B:42]([OH:47])[OH:43])[CH2:15][CH2:16]2)[C:2]1[CH:7]=[CH:6][CH:5]=[CH:4][CH:3]=1, predict the reactants needed to synthesize it. The reactants are: [CH2:1]([O:8][C:9]1[CH:18]=[C:17]2[C:12]([CH:13]=[C:14](Br)[CH2:15][CH2:16]2)=[CH:11][CH:10]=1)[C:2]1[CH:7]=[CH:6][CH:5]=[CH:4][CH:3]=1.C1(C)C=CC=CC=1.O1CCCC1.C([Li])(C)(C)C.CCCCC.[B:42](OC(C)C)([O:47]C(C)C)[O:43]C(C)C. (4) Given the product [CH2:1]([O:3][C:4]([C:5]1[CH:6]=[C:7]([C:8]2[CH:13]=[CH:12][CH:11]=[CH:10][CH:9]=2)[NH:23][N:22]=1)=[O:16])[CH3:2], predict the reactants needed to synthesize it. The reactants are: [CH2:1]([O:3][C:4](=[O:16])[C:5](=O)[CH2:6][C:7](=O)[C:8]1[CH:13]=[CH:12][CH:11]=[CH:10][CH:9]=1)[CH3:2].C(O)(=O)C.O.[NH2:22][NH2:23].C([O-])(O)=O.[Na+]. (5) Given the product [CH2:34]1[CH2:41][C@@H:40]([NH2:42])[C:38](=[O:39])[NH:37][CH2:36][CH2:35]1.[CH2:34]1[CH2:41][C@H:40]([NH2:42])[C:38](=[O:39])[NH:37][CH2:36][CH2:35]1, predict the reactants needed to synthesize it. The reactants are: C1N(CCO)CCN(CCS(O)(=O)=O)C1.[OH-].[Na+].CC1C(O)=C(C=O)C(COP(O)(O)=O)=CN=1.[CH2:34]1[CH2:41][C@H:40]([NH2:42])[C:38](=[O:39])[NH:37][CH2:36][CH2:35]1.OP(O)(O)=O. (6) The reactants are: [C:1]([C:4]1[CH:5]=[CH:6][C:7]([NH:24][CH2:25][CH3:26])=[C:8]([N:10]=[C:11]2[N:15]([CH2:16][C:17]3[CH:22]=[CH:21][CH:20]=[CH:19][CH:18]=3)[C:14](=[O:23])[CH2:13][S:12]2)[CH:9]=1)(=[O:3])[CH3:2].C[Si]([N-][Si](C)(C)C)(C)C.[Li+].[CH2:37](Br)[C:38]1[CH:43]=[CH:42][CH:41]=[CH:40][CH:39]=1. Given the product [C:1]([C:4]1[CH:5]=[CH:6][C:7]([NH:24][CH2:25][CH3:26])=[C:8]([N:10]=[C:11]2[N:15]([CH2:16][C:17]3[CH:18]=[CH:19][CH:20]=[CH:21][CH:22]=3)[C:14](=[O:23])[CH:13]([CH2:37][C:38]3[CH:43]=[CH:42][CH:41]=[CH:40][CH:39]=3)[S:12]2)[CH:9]=1)(=[O:3])[CH3:2], predict the reactants needed to synthesize it. (7) The reactants are: [CH3:1][C@@H:2]1[CH2:6][CH2:5][CH2:4][N:3]1[CH2:7][CH2:8][C:9]1[CH:14]=[CH:13][C:12]([C:15]2[CH:20]=[CH:19][C:18]([CH2:21][CH2:22][C:23](O)=[O:24])=[CH:17][CH:16]=2)=[CH:11][CH:10]=1.[NH:26]1[CH2:31][CH2:30][CH:29]([C:32]([O:34][CH2:35][CH3:36])=[O:33])[CH2:28][CH2:27]1.CN(C(ON1N=NC2C=CC=NC1=2)=[N+](C)C)C.F[P-](F)(F)(F)(F)F.Cl. Given the product [CH3:1][C@@H:2]1[CH2:6][CH2:5][CH2:4][N:3]1[CH2:7][CH2:8][C:9]1[CH:14]=[CH:13][C:12]([C:15]2[CH:16]=[CH:17][C:18]([CH2:21][CH2:22][C:23]([N:26]3[CH2:31][CH2:30][CH:29]([C:32]([O:34][CH2:35][CH3:36])=[O:33])[CH2:28][CH2:27]3)=[O:24])=[CH:19][CH:20]=2)=[CH:11][CH:10]=1, predict the reactants needed to synthesize it. (8) Given the product [OH:15][C:13]([C@H:16]1[CH2:21][CH2:20][C@H:19]([C:22]([O:24][CH2:25][CH2:26][CH2:27][CH3:28])=[O:23])[CH2:18][CH2:17]1)([C:9]1[S:8][CH:12]=[CH:11][N:10]=1)[CH3:14], predict the reactants needed to synthesize it. The reactants are: C([Mg]Cl)(C)C.[Cl-].[Li+].[S:8]1[CH:12]=[CH:11][N:10]=[CH:9]1.[C:13]([C@H:16]1[CH2:21][CH2:20][C@H:19]([C:22]([O:24][CH2:25][CH2:26][CH2:27][CH3:28])=[O:23])[CH2:18][CH2:17]1)(=[O:15])[CH3:14]. (9) The reactants are: [C:1]([N:5]1[C:9]([CH2:10][CH2:11][CH:12]=O)=[CH:8][C:7]([CH2:14][CH2:15][CH3:16])=[N:6]1)([CH3:4])([CH3:3])[CH3:2].[Cl:17][C:18]1[CH:19]=[C:20]([N:25]2[CH2:30][CH2:29][NH:28][CH2:27][CH2:26]2)[CH:21]=[CH:22][C:23]=1[Cl:24].CCN(C(C)C)C(C)C.[BH-](OC(C)=O)(OC(C)=O)OC(C)=O.[Na+]. Given the product [C:1]([N:5]1[C:9]([CH2:10][CH2:11][CH2:12][N:28]2[CH2:27][CH2:26][N:25]([C:20]3[CH:21]=[CH:22][C:23]([Cl:24])=[C:18]([Cl:17])[CH:19]=3)[CH2:30][CH2:29]2)=[CH:8][C:7]([CH2:14][CH2:15][CH3:16])=[N:6]1)([CH3:4])([CH3:3])[CH3:2], predict the reactants needed to synthesize it.